From a dataset of Full USPTO retrosynthesis dataset with 1.9M reactions from patents (1976-2016). Predict the reactants needed to synthesize the given product. (1) Given the product [Cl:18][C:15]1[CH:16]=[CH:17][C:12]([N:10]2[CH2:9][CH2:8][C:4]3[N:5]=[CH:6][N:7]=[C:2]([NH:29][C@H:27]([C:24]4[CH:25]=[N:26][C:21]([C:20]([F:31])([F:19])[F:30])=[CH:22][CH:23]=4)[CH3:28])[C:3]=3[CH2:11]2)=[N:13][CH:14]=1, predict the reactants needed to synthesize it. The reactants are: Br[C:2]1[C:3]2[CH2:11][N:10]([C:12]3[CH:17]=[CH:16][C:15]([Cl:18])=[CH:14][N:13]=3)[CH2:9][CH2:8][C:4]=2[N:5]=[CH:6][N:7]=1.[F:19][C:20]([F:31])([F:30])[C:21]1[N:26]=[CH:25][C:24]([C@@H:27]([NH2:29])[CH3:28])=[CH:23][CH:22]=1.C(N(CC)C(C)C)(C)C.C(#N)C. (2) Given the product [Cl:7][C:8]1[N:9]=[N:10][C:11]([N:1]2[CH2:6][CH2:5][NH:4][CH2:3][CH2:2]2)=[CH:12][CH:13]=1, predict the reactants needed to synthesize it. The reactants are: [NH:1]1[CH2:6][CH2:5][NH:4][CH2:3][CH2:2]1.[Cl:7][C:8]1[N:9]=[N:10][C:11](Cl)=[CH:12][CH:13]=1. (3) Given the product [CH2:1]([NH:5][CH2:6][P:7]([O-:10])([OH:9])=[O:8])[C:2]([OH:4])=[O:3].[Na+:12], predict the reactants needed to synthesize it. The reactants are: [CH2:1]([NH:5][CH2:6][P:7]([OH:10])([OH:9])=[O:8])[C:2]([OH:4])=[O:3].[OH-].[Na+:12]. (4) Given the product [I:21][C:17]1[CH:16]=[C:15]([CH:20]=[CH:19][CH:18]=1)[CH2:14][N:9]([C:5]1[CH:6]=[CH:7][CH:8]=[C:3]([C:1]2[NH:38][N:37]=[N:36][N:2]=2)[CH:4]=1)[C:10](=[O:13])[CH2:11][CH3:12], predict the reactants needed to synthesize it. The reactants are: [C:1]([C:3]1[CH:4]=[C:5]([N:9]([CH2:14][C:15]2[CH:20]=[CH:19][CH:18]=[C:17]([I:21])[CH:16]=2)[C:10](=[O:13])[CH2:11][CH3:12])[CH:6]=[CH:7][CH:8]=1)#[N:2].C([Sn](=O)CCCC)CCC.C[Si]([N:36]=[N+:37]=[N-:38])(C)C. (5) Given the product [F:25][C:26]1([F:31])[CH2:29][N:30]2[C:2](=[S:7])[NH:3][CH2:4][C:5]2=[N:28][CH2:27]1.[Br:8][C:9]1[CH:10]=[C:11]([CH:19]=[CH:20][C:21]=1[F:22])[CH2:12][C:13]1[CH:14]=[CH:15][N:16]=[CH:17][CH:18]=1, predict the reactants needed to synthesize it. The reactants are: S1[C:5](=S)[CH2:4][NH:3][C:2]1=[S:7].[Br:8][C:9]1[CH:10]=[C:11]([CH:19]=[CH:20][C:21]=1[F:22])[CH2:12][C:13]1[CH:18]=[CH:17][N:16]=[CH:15][CH:14]=1.Cl.Cl.[F:25][C:26]([F:31])([CH2:29][NH2:30])[CH2:27][NH2:28].C(N(C(C)C)CC)(C)C. (6) Given the product [C:26]([O:30][C:31](=[O:44])[NH:32][C:33]1[CH:38]=[CH:37][C:36]2[NH:39][C:3]([C:5]3[C:6](=[O:25])[C:7]([CH2:16][C:17]4[CH:22]=[CH:21][C:20]([F:23])=[C:19]([Cl:24])[CH:18]=4)([CH3:15])[N:8]4[C:12]([C:13]=3[OH:14])=[CH:11][CH:10]=[CH:9]4)=[N:41][S:40](=[O:42])(=[O:43])[C:35]=2[CH:34]=1)([CH3:29])([CH3:27])[CH3:28], predict the reactants needed to synthesize it. The reactants are: CO[C:3]([C:5]1[C:6](=[O:25])[C:7]([CH2:16][C:17]2[CH:22]=[CH:21][C:20]([F:23])=[C:19]([Cl:24])[CH:18]=2)([CH3:15])[N:8]2[C:12]([C:13]=1[OH:14])=[CH:11][CH:10]=[CH:9]2)=O.[C:26]([O:30][C:31](=[O:44])[NH:32][C:33]1[CH:38]=[CH:37][C:36]([NH2:39])=[C:35]([S:40](=[O:43])(=[O:42])[NH2:41])[CH:34]=1)([CH3:29])([CH3:28])[CH3:27].C(N(CC)CC)C.Cl. (7) Given the product [CH:1]([C:4]1[N:5]=[C:6]([CH2:9][CH2:10][C:11]2[CH:28]=[CH:27][N:14]3[C:15](=[O:26])[C:16]([O:19][CH2:20][C:21]([OH:23])=[O:22])=[CH:17][N:18]=[C:13]3[CH:12]=2)[S:7][CH:8]=1)([CH3:3])[CH3:2], predict the reactants needed to synthesize it. The reactants are: [CH:1]([C:4]1[N:5]=[C:6]([CH2:9][CH2:10][C:11]2[CH:28]=[CH:27][N:14]3[C:15](=[O:26])[C:16]([O:19][CH2:20][C:21]([O:23]CC)=[O:22])=[CH:17][N:18]=[C:13]3[CH:12]=2)[S:7][CH:8]=1)([CH3:3])[CH3:2].[OH-].[Li+]. (8) Given the product [F:1][C:2]1[CH:3]=[C:4]([CH:29]=[CH:30][CH:31]=1)[CH2:5][N:6]1[C:14]2[C:9](=[CH:10][C:11]([NH:15][C:16]3[C:25]4[C:20](=[CH:21][CH:22]=[C:23]([NH2:26])[CH:24]=4)[N:19]=[CH:18][N:17]=3)=[CH:12][CH:13]=2)[CH:8]=[N:7]1, predict the reactants needed to synthesize it. The reactants are: [F:1][C:2]1[CH:3]=[C:4]([CH:29]=[CH:30][CH:31]=1)[CH2:5][N:6]1[C:14]2[C:9](=[CH:10][C:11]([NH:15][C:16]3[C:25]4[C:20](=[CH:21][CH:22]=[C:23]([N+:26]([O-])=O)[CH:24]=4)[N:19]=[CH:18][N:17]=3)=[CH:12][CH:13]=2)[CH:8]=[N:7]1.Cl.[OH-].[Na+]. (9) Given the product [Cl:22][CH2:21][O:17][C:7]1[C:8]([CH:12]([CH:14]2[CH2:16][CH2:15]2)[CH3:13])=[CH:9][CH:10]=[CH:11][C:6]=1[CH:4]([CH:1]1[CH2:2][CH2:3]1)[CH3:5], predict the reactants needed to synthesize it. The reactants are: [CH:1]1([CH:4]([C:6]2[CH:11]=[CH:10][CH:9]=[C:8]([CH:12]([CH:14]3[CH2:16][CH2:15]3)[CH3:13])[C:7]=2[OH:17])[CH3:5])[CH2:3][CH2:2]1.[OH-].[Na+].Br[CH2:21][Cl:22]. (10) Given the product [C:31]([C:28]([C:24]1[CH:23]=[C:22]([CH:27]=[CH:26][CH:25]=1)[C:21]([NH:20][C:18]1[CH:17]=[CH:16][C:15]([CH3:34])=[C:14]([NH:13][C:11]([C:9]2[S:8][C:5]3=[N:6][CH:7]=[C:2]([CH3:35])[N:3]=[C:4]3[CH:10]=2)=[O:12])[CH:19]=1)=[O:33])([CH3:30])[CH3:29])#[N:32], predict the reactants needed to synthesize it. The reactants are: Cl[C:2]1[N:3]=[C:4]2[CH:10]=[C:9]([C:11]([NH:13][C:14]3[CH:19]=[C:18]([NH:20][C:21](=[O:33])[C:22]4[CH:27]=[CH:26][CH:25]=[C:24]([C:28]([C:31]#[N:32])([CH3:30])[CH3:29])[CH:23]=4)[CH:17]=[CH:16][C:15]=3[CH3:34])=[O:12])[S:8][C:5]2=[N:6][CH:7]=1.[C:35](=O)([O-])[O-].[K+].[K+].